Predict the reactants needed to synthesize the given product. From a dataset of Full USPTO retrosynthesis dataset with 1.9M reactions from patents (1976-2016). Given the product [CH3:12][O:5][C:4](=[O:6])[C:3]1[CH:7]=[CH:8][C:9]([CH3:11])=[N:10][C:2]=1[Cl:1], predict the reactants needed to synthesize it. The reactants are: [Cl:1][C:2]1[N:10]=[C:9]([CH3:11])[CH:8]=[CH:7][C:3]=1[C:4]([OH:6])=[O:5].[CH3:12]N(C)C=O.CN(C1C=CC=CN=1)C.C(N=C=NCCCN(C)C)C.